The task is: Predict the product of the given reaction.. This data is from Forward reaction prediction with 1.9M reactions from USPTO patents (1976-2016). (1) Given the reactants [F:1][C:2]1[CH:3]=[C:4]2[C:8](=[CH:9][CH:10]=1)[N:7]([CH3:11])[C:6]([C:12]([OH:14])=O)=[C:5]2[CH3:15].C[O:17][C:18](=[O:38])[CH2:19][CH2:20][C:21]1[CH:26]=[CH:25][C:24]([O:27][C:28]2[CH:33]=[C:32]([F:34])[CH:31]=[C:30]([CH2:35][NH2:36])[CH:29]=2)=[CH:23][C:22]=1[CH3:37], predict the reaction product. The product is: [F:34][C:32]1[CH:33]=[C:28]([CH:29]=[C:30]([CH2:35][NH:36][C:12]([C:6]2[N:7]([CH3:11])[C:8]3[C:4]([C:5]=2[CH3:15])=[CH:3][C:2]([F:1])=[CH:10][CH:9]=3)=[O:14])[CH:31]=1)[O:27][C:24]1[CH:25]=[CH:26][C:21]([CH2:20][CH2:19][C:18]([OH:38])=[O:17])=[C:22]([CH3:37])[CH:23]=1. (2) Given the reactants [CH:1]1([CH2:4][NH:5][C:6]2[C:7]([NH2:14])=[CH:8][C:9]([O:12][CH3:13])=[CH:10][CH:11]=2)[CH2:3][CH2:2]1.CS(O)(=O)=O.[N:20](OCCC(C)C)=O, predict the reaction product. The product is: [CH:1]1([CH2:4][N:5]2[C:6]3[CH:11]=[CH:10][C:9]([O:12][CH3:13])=[CH:8][C:7]=3[N:14]=[N:20]2)[CH2:2][CH2:3]1. (3) Given the reactants [O:1]=[C:2]1[NH:7][CH2:6][CH2:5][N:4]([C:8]2[N:17]=[C:16]([NH:18][CH2:19][C@H:20]3[CH2:25][CH2:24][CH2:23][N:22](C(OC(C)(C)C)=O)[CH2:21]3)[C:11]3=[N:12][CH:13]=[CH:14][N:15]=[C:10]3[CH:9]=2)[CH2:3]1.[ClH:33].CC(O)C, predict the reaction product. The product is: [ClH:33].[NH:22]1[CH2:23][CH2:24][CH2:25][C@H:20]([CH2:19][NH:18][C:16]2[C:11]3=[N:12][CH:13]=[CH:14][N:15]=[C:10]3[CH:9]=[C:8]([N:4]3[CH2:5][CH2:6][NH:7][C:2](=[O:1])[CH2:3]3)[N:17]=2)[CH2:21]1. (4) Given the reactants [C:1]([O:5][C:6](=[O:28])[CH:7]([CH:15]([C:19]1[CH:27]=[CH:26][C:22]([C:23](O)=[O:24])=[CH:21][CH:20]=1)[CH2:16][CH2:17][CH3:18])[C:8]1[CH:13]=[CH:12][C:11]([Cl:14])=[CH:10][CH:9]=1)([CH3:4])([CH3:3])[CH3:2].Cl.[CH2:30]([O:32][C:33](=[O:37])[CH2:34][CH2:35][NH2:36])[CH3:31].C1C=CC2N(O)N=NC=2C=1.C(Cl)CCl.CCN(CC)CC, predict the reaction product. The product is: [Cl:14][C:11]1[CH:12]=[CH:13][C:8]([CH:7]([CH:15]([C:19]2[CH:20]=[CH:21][C:22]([C:23]([NH:36][CH2:35][CH2:34][C:33]([O:32][CH2:30][CH3:31])=[O:37])=[O:24])=[CH:26][CH:27]=2)[CH2:16][CH2:17][CH3:18])[C:6]([O:5][C:1]([CH3:4])([CH3:2])[CH3:3])=[O:28])=[CH:9][CH:10]=1.